From a dataset of Forward reaction prediction with 1.9M reactions from USPTO patents (1976-2016). Predict the product of the given reaction. (1) Given the reactants C(OC([N:8]1[CH2:13][CH2:12][N:11]([C:14]2[CH:19]=[CH:18][C:17]([NH:20][C:21]3[N:22]=[CH:23][C:24]4[C:30]([CH3:31])=[C:29]([Br:32])[C:28](=[O:33])[N:27]([CH:34]5[CH2:38][CH2:37][CH2:36][CH2:35]5)[C:25]=4[N:26]=3)=[CH:16][N:15]=2)[CH2:10][CH2:9]1)=O)(C)(C)C, predict the reaction product. The product is: [Br:32][C:29]1[C:28](=[O:33])[N:27]([CH:34]2[CH2:38][CH2:37][CH2:36][CH2:35]2)[C:25]2[N:26]=[C:21]([NH:20][C:17]3[CH:16]=[N:15][C:14]([N:11]4[CH2:12][CH2:13][NH:8][CH2:9][CH2:10]4)=[CH:19][CH:18]=3)[N:22]=[CH:23][C:24]=2[C:30]=1[CH3:31]. (2) Given the reactants [O:1]=[C:2]1[NH:7][C:6]2[N:8]=[CH:9][CH:10]=[C:11]([O:12][C:13]3[CH:14]=[CH:15][C:16]4[O:20][C@@H:19]5[C@@H:21]([C:22](O)=[O:23])[C@@H:18]5[C:17]=4[CH:25]=3)[C:5]=2[CH2:4][NH:3]1.CCN(CC)CC.C1C=CC(P([N:47]=[N+:48]=[N-:49])(C2C=CC=CC=2)=O)=CC=1.O, predict the reaction product. The product is: [O:1]=[C:2]1[NH:7][C:6]2[N:8]=[CH:9][CH:10]=[C:11]([O:12][C:13]3[CH:14]=[CH:15][C:16]4[O:20][C@@H:19]5[C@@H:21]([C:22]([N:47]=[N+:48]=[N-:49])=[O:23])[C@@H:18]5[C:17]=4[CH:25]=3)[C:5]=2[CH2:4][NH:3]1. (3) Given the reactants [CH2:1]([C:3]1[C:8]([CH2:9][CH:10]=O)=[CH:7][CH:6]=[CH:5][C:4]=1[C:12]1[N:16]=[C:15]([C:17]2[CH:18]=[CH:19][C:20]([CH2:25][CH:26]([CH3:28])[CH3:27])=[C:21]([CH:24]=2)[C:22]#[N:23])[S:14][N:13]=1)[CH3:2].C([O-])(=O)C.[Na+].Cl.[NH:35]1[CH2:38][CH:37]([C:39]([O:41]C)=[O:40])[CH2:36]1.C(O[BH-](OC(=O)C)OC(=O)C)(=O)C.[Na+], predict the reaction product. The product is: [C:22]([C:21]1[CH:24]=[C:17]([C:15]2[S:14][N:13]=[C:12]([C:4]3[C:3]([CH2:1][CH3:2])=[C:8]([CH2:9][CH2:10][N:35]4[CH2:38][CH:37]([C:39]([OH:41])=[O:40])[CH2:36]4)[CH:7]=[CH:6][CH:5]=3)[N:16]=2)[CH:18]=[CH:19][C:20]=1[CH2:25][CH:26]([CH3:28])[CH3:27])#[N:23]. (4) Given the reactants [N+:1]([C:4]1[CH:18]=[CH:17][CH:16]=[CH:15][C:5]=1[O:6][CH2:7][CH2:8][C:9]1[CH:14]=[CH:13][CH:12]=[CH:11][N:10]=1)([O-:3])=[O:2].[S:19]([O:24]C)([O:22][CH3:23])(=[O:21])=[O:20], predict the reaction product. The product is: [CH3:23][O:22][S:19]([O-:24])(=[O:21])=[O:20].[CH3:23][N+:10]1[CH:11]=[CH:12][CH:13]=[CH:14][C:9]=1[CH2:8][CH2:7][O:6][C:5]1[CH:15]=[CH:16][CH:17]=[CH:18][C:4]=1[N+:1]([O-:3])=[O:2]. (5) Given the reactants C[O:2][C:3](=[O:18])[C:4]1[CH:9]=[C:8]([C:10]([F:13])([F:12])[F:11])[C:7]([CH2:14][N:15]([CH3:17])[CH3:16])=[CH:6][CH:5]=1.[OH-].[Li+], predict the reaction product. The product is: [CH3:17][N:15]([CH2:14][C:7]1[CH:6]=[CH:5][C:4]([C:3]([OH:18])=[O:2])=[CH:9][C:8]=1[C:10]([F:11])([F:13])[F:12])[CH3:16]. (6) The product is: [Cl:10][CH2:11][CH2:12][C:13]([C:6]1[CH:7]=[C:2]([Cl:1])[C:3]([OH:9])=[CH:4][C:5]=1[OH:8])=[O:14]. Given the reactants [Cl:1][C:2]1[CH:7]=[CH:6][C:5]([OH:8])=[CH:4][C:3]=1[OH:9].[Cl:10][CH2:11][CH2:12][C:13](O)=[O:14].C(OCC)(=O)C, predict the reaction product. (7) Given the reactants CS([O:5][CH:6]1[CH2:9][N:8]([C:10]([C:12]2[O:13][C:14]([C:17]3[CH:22]=[CH:21][C:20]([O:23][CH3:24])=[CH:19][CH:18]=3)=[N:15][N:16]=2)=[O:11])[CH2:7]1)(=O)=O.O[C:26]1[CH:33]=[CH:32][C:29]([CH:30]=[O:31])=[C:28]([CH3:34])[CH:27]=1, predict the reaction product. The product is: [CH3:24][O:23][C:20]1[CH:21]=[CH:22][C:17]([C:14]2[O:13][C:12]([C:10]([N:8]3[CH2:9][CH:6]([O:5][C:26]4[CH:33]=[CH:32][C:29]([CH:30]=[O:31])=[C:28]([CH3:34])[CH:27]=4)[CH2:7]3)=[O:11])=[N:16][N:15]=2)=[CH:18][CH:19]=1.